This data is from Peptide-MHC class I binding affinity with 185,985 pairs from IEDB/IMGT. The task is: Regression. Given a peptide amino acid sequence and an MHC pseudo amino acid sequence, predict their binding affinity value. This is MHC class I binding data. (1) The peptide sequence is DEVEFLGHY. The MHC is HLA-A31:01 with pseudo-sequence HLA-A31:01. The binding affinity (normalized) is 0. (2) The peptide sequence is YPLAIPVTMT. The MHC is HLA-B35:01 with pseudo-sequence HLA-B35:01. The binding affinity (normalized) is 0.457. (3) The peptide sequence is YIMYNILPI. The MHC is HLA-A32:01 with pseudo-sequence HLA-A32:01. The binding affinity (normalized) is 0.660. (4) The peptide sequence is LPRERFRKT. The MHC is HLA-A02:12 with pseudo-sequence HLA-A02:12. The binding affinity (normalized) is 0.0847. (5) The peptide sequence is ARYGIFLPF. The MHC is HLA-B27:05 with pseudo-sequence HLA-B27:05. The binding affinity (normalized) is 0.728. (6) The binding affinity (normalized) is 0.0748. The peptide sequence is LMLCLHHAY. The MHC is HLA-B15:01 with pseudo-sequence HLA-B15:01. (7) The peptide sequence is FLLALLSCL. The MHC is HLA-A02:01 with pseudo-sequence HLA-A02:01. The binding affinity (normalized) is 0.905.